This data is from Forward reaction prediction with 1.9M reactions from USPTO patents (1976-2016). The task is: Predict the product of the given reaction. Given the reactants Br[C:2]1[CH:7]=[C:6]([F:8])[CH:5]=[C:4]([N+:9]([O-:11])=[O:10])[C:3]=1[O:12][CH3:13].[C:14]([C:17]1[CH:18]=[C:19](B(O)O)[CH:20]=[CH:21][CH:22]=1)([OH:16])=[O:15], predict the reaction product. The product is: [F:8][C:6]1[CH:5]=[C:4]([N+:9]([O-:11])=[O:10])[C:3]([O:12][CH3:13])=[C:2]([C:21]2[CH:20]=[CH:19][CH:18]=[C:17]([C:14]([OH:16])=[O:15])[CH:22]=2)[CH:7]=1.